From a dataset of Reaction yield outcomes from USPTO patents with 853,638 reactions. Predict the reaction yield, written as a fraction of the theoretical maximum amount of product (1.0 means a 100% yield; for example, 0.34 means a 34% yield). (1) The reactants are [C:1]([O:5][C:6]([NH:8][C@@H:9]([CH2:15][C:16]1[CH:21]=[CH:20][C:19]([O:22][S:23]([C:26]([F:29])([F:28])[F:27])(=[O:25])=[O:24])=[CH:18][CH:17]=1)[C:10]([O:12][CH2:13]C)=[O:11])=[O:7])([CH3:4])([CH3:3])[CH3:2].C(O[C@](N=C=O)(CC1C=CC(O)=CC=1)C(OC)=O)(C)(C)C.[O-]S(C(F)(F)F)(=O)=O. No catalyst specified. The product is [C:1]([O:5][C:6]([NH:8][C@H:9]([CH2:15][C:16]1[CH:17]=[CH:18][C:19]([O:22][S:23]([C:26]([F:29])([F:27])[F:28])(=[O:25])=[O:24])=[CH:20][CH:21]=1)[C:10]([O:12][CH3:13])=[O:11])=[O:7])([CH3:4])([CH3:2])[CH3:3]. The yield is 0.910. (2) The yield is 0.810. The reactants are [NH2:1][C@@H:2]([CH2:33][C:34]1[CH:39]=[CH:38][CH:37]=[CH:36][CH:35]=1)[C@@H:3]([OH:32])[CH2:4][C@H:5]([NH:19][C:20]([C@@H:22]([NH:27][C:28](=[O:31])[O:29][CH3:30])[C:23]([CH3:26])([CH3:25])[CH3:24])=[O:21])[CH2:6][C:7]1[CH:12]=[CH:11][C:10]([C:13]2[CH:18]=[CH:17][CH:16]=[CH:15][N:14]=2)=[CH:9][CH:8]=1.[CH3:40][C@@H:41]([CH2:60][CH3:61])[C@H:42]([N:46]1[CH2:50][CH2:49][N:48]([CH2:51][C:52]2[CH:57]=[CH:56][CH:55]=[C:54]([CH3:58])[N:53]=2)[C:47]1=[O:59])[C:43](O)=[O:44].CCOP(ON1N=NC2C=CC=CC=2C1=O)(OCC)=O.C(N(CC)C(C)C)(C)C. The catalyst is C1COCC1. The product is [OH:32][C@H:3]([C@@H:2]([NH:1][C:43](=[O:44])[C@@H:42]([N:46]1[CH2:50][CH2:49][N:48]([CH2:51][C:52]2[CH:57]=[CH:56][CH:55]=[C:54]([CH3:58])[N:53]=2)[C:47]1=[O:59])[CH:41]([CH3:40])[CH2:60][CH3:61])[CH2:33][C:34]1[CH:35]=[CH:36][CH:37]=[CH:38][CH:39]=1)[CH2:4][C@H:5]([NH:19][C:20]([C@@H:22]([NH:27][C:28](=[O:31])[O:29][CH3:30])[C:23]([CH3:26])([CH3:25])[CH3:24])=[O:21])[CH2:6][C:7]1[CH:12]=[CH:11][C:10]([C:13]2[CH:18]=[CH:17][CH:16]=[CH:15][N:14]=2)=[CH:9][CH:8]=1. (3) The product is [NH2:1][C:4]1[CH:12]=[C:11]([C:13]([F:14])([F:15])[F:16])[CH:10]=[CH:9][C:5]=1[C:6]([NH2:8])=[O:7]. The catalyst is CO.[OH-].[Pd+2].[OH-]. The reactants are [N+:1]([C:4]1[CH:12]=[C:11]([C:13]([F:16])([F:15])[F:14])[CH:10]=[CH:9][C:5]=1[C:6]([NH2:8])=[O:7])([O-])=O. The yield is 0.960. (4) The reactants are [H-].[Na+].[Br:3][C:4]1[CH:5]=[CH:6][C:7]2[C:8]3[CH2:16][N:15]([C:17]([O:19][C:20]([CH3:23])([CH3:22])[CH3:21])=[O:18])[CH2:14][CH2:13][C:9]=3[NH:10][C:11]=2[CH:12]=1.[CH3:24]I. The catalyst is CN(C=O)C. The product is [Br:3][C:4]1[CH:5]=[CH:6][C:7]2[C:8]3[CH2:16][N:15]([C:17]([O:19][C:20]([CH3:23])([CH3:22])[CH3:21])=[O:18])[CH2:14][CH2:13][C:9]=3[N:10]([CH3:24])[C:11]=2[CH:12]=1. The yield is 0.910. (5) The reactants are C[O-].[Na+].[O:4]1[CH:8]=[CH:7][C:6]([CH:9]=O)=[CH:5]1.[N+:11]([CH3:14])([O-:13])=[O:12].CCOCC. The catalyst is CO. The product is [N+:11]([CH:14]=[CH:9][C:6]1[CH:7]=[CH:8][O:4][CH:5]=1)([O-:13])=[O:12]. The yield is 0.690. (6) The reactants are [O:1]1[CH2:6][CH2:5][N:4]([C:7]2[CH:12]=[CH:11][C:10]([C:13](=O)[CH2:14][C:15]3[CH:20]=[CH:19][CH:18]=[CH:17][CH:16]=3)=[CH:9][CH:8]=2)[CH2:3][CH2:2]1.[CH2:22]([O:24][C:25]1[CH:26]=[C:27]([CH:30]=[C:31]([N+:34]([O-:36])=[O:35])[C:32]=1[OH:33])[CH:28]=O)[CH3:23].[NH2:37][C:38]([NH2:40])=[O:39].Cl. The catalyst is CCO. The product is [CH2:22]([O:24][C:25]1[CH:26]=[C:27]([CH:28]2[C:14]([C:15]3[CH:20]=[CH:19][CH:18]=[CH:17][CH:16]=3)=[C:13]([C:10]3[CH:11]=[CH:12][C:7]([N:4]4[CH2:5][CH2:6][O:1][CH2:2][CH2:3]4)=[CH:8][CH:9]=3)[NH:40][C:38](=[O:39])[NH:37]2)[CH:30]=[C:31]([N+:34]([O-:36])=[O:35])[C:32]=1[OH:33])[CH3:23]. The yield is 0.130. (7) The catalyst is O1CCCC1.CN(C)C=O. The reactants are [H-].[Na+].[C:3]([O:6][CH2:7][C:8]1[CH:13]=[CH:12][C:11]([OH:14])=[CH:10][CH:9]=1)(=[O:5])[CH3:4].Cl[CH2:16][O:17][CH2:18][CH2:19][O:20][CH3:21]. The product is [C:3]([O:6][CH2:7][C:8]1[CH:9]=[CH:10][C:11]([O:14][CH2:16][O:17][CH2:18][CH2:19][O:20][CH3:21])=[CH:12][CH:13]=1)(=[O:5])[CH3:4]. The yield is 0.860. (8) The reactants are [NH2:1][C:2]1[N:7]=[CH:6][N:5]=[C:4]2[N:8]([C@@H:30]3[CH2:35][CH2:34][CH2:33][N:32]([C:36](=[O:40])[CH2:37][C:38]#[N:39])[CH2:31]3)[N:9]=[C:10]([C:11]3[CH:16]=[CH:15][C:14]([NH:17][C:18](=[O:29])[C:19]4[CH:24]=[CH:23][C:22]([C:25]([F:28])([F:27])[F:26])=[CH:21][CH:20]=4)=[CH:13][CH:12]=3)[C:3]=12.[CH:41]1([CH:44]=O)[CH2:43][CH2:42]1.N1CCCCC1. The catalyst is CO. The product is [NH2:1][C:2]1[N:7]=[CH:6][N:5]=[C:4]2[N:8]([C@@H:30]3[CH2:35][CH2:34][CH2:33][N:32]([C:36](=[O:40])[C:37]([C:38]#[N:39])=[CH:44][CH:41]4[CH2:43][CH2:42]4)[CH2:31]3)[N:9]=[C:10]([C:11]3[CH:12]=[CH:13][C:14]([NH:17][C:18](=[O:29])[C:19]4[CH:20]=[CH:21][C:22]([C:25]([F:28])([F:27])[F:26])=[CH:23][CH:24]=4)=[CH:15][CH:16]=3)[C:3]=12. The yield is 0.600.